This data is from Reaction yield outcomes from USPTO patents with 853,638 reactions. The task is: Predict the reaction yield, written as a fraction of the theoretical maximum amount of product (1.0 means a 100% yield; for example, 0.34 means a 34% yield). (1) The reactants are F[C:2]1[CH:7]=[CH:6][CH:5]=[CH:4][CH:3]=1.[C:8](#[N:12])[CH:9]([CH3:11])[CH3:10].C[Si]([N-][Si](C)(C)C)(C)C.[K+]. The catalyst is C1(C)C=CC=CC=1.C(OCC)C. The product is [CH3:10][C:9]([C:2]1[CH:7]=[CH:6][CH:5]=[CH:4][CH:3]=1)([CH3:11])[C:8]#[N:12]. The yield is 0.500. (2) The reactants are [Br:1][C:2]1[CH:3]=[C:4]([NH2:9])[CH:5]=[CH:6][C:7]=1[Cl:8].C1C(=O)N([I:17])C(=O)C1. The catalyst is CC(O)=O. The product is [Br:1][C:2]1[C:7]([Cl:8])=[CH:6][C:5]([I:17])=[C:4]([NH2:9])[CH:3]=1. The yield is 0.216. (3) The reactants are [OH:1][CH:2]([CH2:36][OH:37])[CH2:3][O:4][C:5]1[C:9]([CH3:10])=[C:8]([NH:11][C:12]([NH:14][CH2:15][C:16]2[CH:21]=[C:20]([CH2:22][O:23][CH3:24])[CH:19]=[CH:18][C:17]=2[O:25][C:26]([F:29])([F:28])[F:27])=[O:13])[N:7]([C:30]2[CH:35]=[CH:34][CH:33]=[CH:32][CH:31]=2)[N:6]=1.CC1(C)O[C@@H](COC2C(C)=C(NC(NCC3C=C(COC)C=CC=3OC(F)(F)F)=O)N(C3C=CC=CC=3)N=2)CO1.C1COCC1.Cl. The catalyst is C(=O)([O-])[O-].[K+].[K+]. The product is [OH:1][C@H:2]([CH2:36][OH:37])[CH2:3][O:4][C:5]1[C:9]([CH3:10])=[C:8]([NH:11][C:12]([NH:14][CH2:15][C:16]2[CH:21]=[C:20]([CH2:22][O:23][CH3:24])[CH:19]=[CH:18][C:17]=2[O:25][C:26]([F:28])([F:29])[F:27])=[O:13])[N:7]([C:30]2[CH:31]=[CH:32][CH:33]=[CH:34][CH:35]=2)[N:6]=1. The yield is 0.470. (4) The reactants are C(OC([N:8]([C:17]1([C:24]([O:26][CH2:27][CH3:28])=[O:25])[CH2:21][C:20](=[O:22])[NH:19][C:18]1=[O:23])[NH:9]C(OC(C)(C)C)=O)=O)(C)(C)C.[ClH:29]. The catalyst is C(OCC)(=O)C. The product is [ClH:29].[NH:8]([C:17]1([C:24]([O:26][CH2:27][CH3:28])=[O:25])[CH2:21][C:20](=[O:22])[NH:19][C:18]1=[O:23])[NH2:9]. The yield is 0.760. (5) The reactants are C[O:2][C:3]1[C:12]2[C:7](=[CH:8][CH:9]=[CH:10][CH:11]=2)[C:6]([N+:13]([O-:15])=[O:14])=[CH:5][CH:4]=1.[Na+].[I-]. The catalyst is CN(C=O)C.O. The product is [N+:13]([C:6]1[C:7]2[C:12](=[CH:11][CH:10]=[CH:9][CH:8]=2)[C:3]([OH:2])=[CH:4][CH:5]=1)([O-:15])=[O:14]. The yield is 0.460. (6) The reactants are CC1OC(CC2CCC(C3SC(C4C=CC(N)=CC=4)=CN=3)CC2)=NN=1.[F:26][C:27]([F:48])([F:47])[S:28]([NH:31][CH2:32][C:33]1[S:34][C:35]([C:38]2[CH:43]=[CH:42][C:41]([N+:44]([O-])=O)=[CH:40][CH:39]=2)=[CH:36][N:37]=1)(=[O:30])=[O:29]. No catalyst specified. The product is [NH2:44][C:41]1[CH:40]=[CH:39][C:38]([C:35]2[S:34][C:33]([CH2:32][NH:31][S:28]([C:27]([F:26])([F:47])[F:48])(=[O:30])=[O:29])=[N:37][CH:36]=2)=[CH:43][CH:42]=1. The yield is 0.510. (7) The reactants are [OH:1][CH:2]1[CH2:7][CH2:6][CH:5]([C:8]([O:10][CH2:11][CH3:12])=[O:9])[CH2:4][CH2:3]1.[H-].[Na+].F[C:16]1[CH:21]=[CH:20][C:19]([N+:22]([O-:24])=[O:23])=[CH:18][CH:17]=1.CCCC(C)C. The catalyst is CN(C=O)C.CCOC(C)=O.O. The product is [N+:22]([C:19]1[CH:20]=[CH:21][C:16]([O:1][C@@H:2]2[CH2:3][CH2:4][C@H:5]([C:8]([O:10][CH2:11][CH3:12])=[O:9])[CH2:6][CH2:7]2)=[CH:17][CH:18]=1)([O-:24])=[O:23]. The yield is 0.160.